Dataset: Reaction yield outcomes from USPTO patents with 853,638 reactions. Task: Predict the reaction yield, written as a fraction of the theoretical maximum amount of product (1.0 means a 100% yield; for example, 0.34 means a 34% yield). (1) The reactants are [OH:1][C:2]1[CH:7]=[C:6]([CH3:8])[C:5]([C:9]2[CH:14]=[CH:13][CH:12]=[C:11]([CH:15]=[O:16])[CH:10]=2)=[C:4]([CH3:17])[CH:3]=1.[Cl:18]N1C(=O)CCC1=O.O. The product is [Cl:18][C:3]1[C:4]([CH3:17])=[C:5]([C:9]2[CH:14]=[CH:13][CH:12]=[C:11]([CH:15]=[O:16])[CH:10]=2)[C:6]([CH3:8])=[CH:7][C:2]=1[OH:1]. The catalyst is CN(C)C=O. The yield is 0.650. (2) The product is [NH2:29][C:33]1[CH:34]=[CH:35][CH:36]=[CH:37][C:32]=1[NH:31][C:13](=[O:15])[C:12]1[CH:16]=[CH:17][N:18]=[C:10]([NH:9][C:1](=[O:8])[C:2]2[CH:3]=[CH:4][CH:5]=[CH:6][CH:7]=2)[CH:11]=1. The yield is 0.530. The reactants are [C:1]([NH:9][C:10]1[CH:11]=[C:12]([CH:16]=[CH:17][N:18]=1)[C:13]([OH:15])=O)(=[O:8])[C:2]1[CH:7]=[CH:6][CH:5]=[CH:4][CH:3]=1.C(N(CC)C(C)C)(C)C.O[N:29]1[C:33]2[CH:34]=[CH:35][CH:36]=[CH:37][C:32]=2[N:31]=N1.Cl.C(N=C=NCCCN(C)C)C.C1(N)C=CC=CC=1N. The catalyst is CN(C)C=O.C(OCC)(=O)C. (3) The reactants are [Cl:1][C:2]1[CH:7]=[C:6]([O:8][CH3:9])[CH:5]=[CH:4][C:3]=1[C:10]1[N:11](S(C(F)(F)F)(=O)=O)[C:12]2[C:17]([CH:18]=1)=[CH:16][C:15]([C:19]1[CH:26]=[CH:25][C:22]([C:23]#[N:24])=[CH:21][C:20]=1[CH3:27])=[CH:14][CH:13]=2.C([O-])([O-])=O.[K+].[K+]. The catalyst is C1COCC1.CO. The product is [Cl:1][C:2]1[CH:7]=[C:6]([O:8][CH3:9])[CH:5]=[CH:4][C:3]=1[C:10]1[NH:11][C:12]2[C:17]([CH:18]=1)=[CH:16][C:15]([C:19]1[CH:26]=[CH:25][C:22]([C:23]#[N:24])=[CH:21][C:20]=1[CH3:27])=[CH:14][CH:13]=2. The yield is 0.860. (4) The reactants are [CH:1]1([OH:6])[CH2:5][CH2:4][CH2:3][CH2:2]1.[H-].[Na+].Br[C:10]1[CH:14]=[CH:13][S:12][CH:11]=1.[C-]#N.[Na+]. The catalyst is CN(C)C=O.O. The yield is 0.700. The product is [CH:1]1([O:6][C:10]2[CH:14]=[CH:13][S:12][CH:11]=2)[CH2:5][CH2:4][CH2:3][CH2:2]1. (5) The reactants are Br[C:2]1[C:3]([CH3:12])=[CH:4][C:5]([C:8]([OH:11])([CH3:10])[CH3:9])=[N:6][CH:7]=1.[CH3:13][Sn:14]([CH3:20])([CH3:19])[Sn:14]([CH3:20])([CH3:19])[CH3:13]. The catalyst is O1CCOCC1.C1C=CC([P]([Pd]([P](C2C=CC=CC=2)(C2C=CC=CC=2)C2C=CC=CC=2)([P](C2C=CC=CC=2)(C2C=CC=CC=2)C2C=CC=CC=2)[P](C2C=CC=CC=2)(C2C=CC=CC=2)C2C=CC=CC=2)(C2C=CC=CC=2)C2C=CC=CC=2)=CC=1. The product is [CH3:12][C:3]1[C:2]([Sn:14]([CH3:20])([CH3:19])[CH3:13])=[CH:7][N:6]=[C:5]([C:8]([OH:11])([CH3:10])[CH3:9])[CH:4]=1. The yield is 0.550. (6) The reactants are [Br:1][C:2]1[CH:3]=[C:4]2[C:9](=[CH:10][CH:11]=1)[O:8]C(=O)[CH2:6][C:5]2([CH3:14])[CH3:13].[CH2:15]([Mg]Br)C.Cl.C([O:23][CH2:24][CH3:25])(=O)C. The catalyst is O1CCCC1.CCCCCC. The product is [Br:1][C:2]1[CH:11]=[CH:10][C:9]([OH:8])=[C:4]([C:5]([CH3:13])([CH3:14])[CH2:6][C:24]([OH:23])([CH3:25])[CH3:15])[CH:3]=1. The yield is 1.00.